From a dataset of Forward reaction prediction with 1.9M reactions from USPTO patents (1976-2016). Predict the product of the given reaction. (1) Given the reactants [CH:1]1([CH2:7][N:8]([C:15]2[CH:20]=[CH:19][CH:18]=[C:17](/[CH:21]=[CH:22]/[CH2:23][NH:24]C(=O)C(F)(F)F)[CH:16]=2)C(=O)C(F)(F)F)[CH2:6][CH2:5][CH2:4][CH2:3][CH2:2]1.C([O-])([O-])=O.[K+].[K+].O, predict the reaction product. The product is: [NH2:24][CH2:23][CH:22]=[CH:21][C:17]1[CH:16]=[C:15]([CH:20]=[CH:19][CH:18]=1)[NH:8][CH2:7][CH:1]1[CH2:2][CH2:3][CH2:4][CH2:5][CH2:6]1. (2) Given the reactants [NH2:1][C:2]1[CH:7]=[C:6]([C:8]([O:10][CH3:11])=[O:9])[C:5]([Cl:12])=[CH:4][C:3]=1[C:13]([O:15][CH3:16])=[O:14].[C:17](Cl)(Cl)=[S:18], predict the reaction product. The product is: [Cl:12][C:5]1[CH:4]=[C:3]([C:13]([O:15][CH3:16])=[O:14])[C:2]([N:1]=[C:17]=[S:18])=[CH:7][C:6]=1[C:8]([O:10][CH3:11])=[O:9]. (3) Given the reactants [NH2:1][C:2]1[S:3][CH:4]=[CH:5][N:6]=1.[CH3:7][C:8]1[CH:13]=[CH:12][CH:11]=[C:10]([CH3:14])[C:9]=1[N+:15]#[C-:16].[N:17]1[CH:22]=[CH:21][CH:20]=[CH:19][C:18]=1[CH:23]=O, predict the reaction product. The product is: [CH3:7][C:8]1[CH:13]=[CH:12][CH:11]=[C:10]([CH3:14])[C:9]=1[NH:15][C:16]1[N:6]2[C:2]([S:3][CH:4]=[CH:5]2)=[N:1][C:23]=1[C:18]1[CH:19]=[CH:20][CH:21]=[CH:22][N:17]=1. (4) Given the reactants CC1C=CC(S(O[CH2:12][CH:13]2[NH:18][C:17]3[C:19]([O:23][CH3:24])=[CH:20][CH:21]=[CH:22][C:16]=3[O:15][CH2:14]2)(=O)=O)=CC=1.[N-:25]=[N+:26]=[N-:27].[Na+], predict the reaction product. The product is: [N:25]([CH2:12][CH:13]1[NH:18][C:17]2[C:19]([O:23][CH3:24])=[CH:20][CH:21]=[CH:22][C:16]=2[O:15][CH2:14]1)=[N+:26]=[N-:27]. (5) Given the reactants [CH3:1][O:2][C:3]1[CH:4]=[C:5]2[C:18](=[CH:19][CH:20]=1)[C:17]1[C:12](=[CH:13][C:14]3[C:15](=[C:21]4[C:26]([CH:27]=3)=[CH:25][C:24](B3OC(C)(C)C(C)(C)O3)=[CH:23][C:22]34[C:48]4[CH:47]=[CH:46][CH:45]=[CH:44][C:43]=4[C:42]4[C:37]3=[CH:38][CH:39]=[CH:40][CH:41]=4)[CH:16]=1)[C:11]1[C:6]2=[CH:7][CH:8]=[CH:9][CH:10]=1.Cl[C:50]1[N:55]=[C:54]([C:56]2[CH:61]=[CH:60][CH:59]=[CH:58][CH:57]=2)[N:53]=[C:52]([C:62]2[CH:67]=[CH:66][CH:65]=[CH:64][CH:63]=2)[N:51]=1.C([O-])([O-])=O.[Na+].[Na+].CCO, predict the reaction product. The product is: [CH3:1][O:2][C:3]1[CH:4]=[C:5]2[C:18](=[CH:19][CH:20]=1)[C:17]1[C:12](=[CH:13][C:14]3[C:15](=[C:21]4[C:26]([CH:27]=3)=[CH:25][C:24]([C:50]3[N:55]=[C:54]([C:56]5[CH:61]=[CH:60][CH:59]=[CH:58][CH:57]=5)[N:53]=[C:52]([C:62]5[CH:67]=[CH:66][CH:65]=[CH:64][CH:63]=5)[N:51]=3)=[CH:23][C:22]34[C:37]4[CH:38]=[CH:39][CH:40]=[CH:41][C:42]=4[C:43]4[C:48]3=[CH:47][CH:46]=[CH:45][CH:44]=4)[CH:16]=1)[C:11]1[C:6]2=[CH:7][CH:8]=[CH:9][CH:10]=1. (6) Given the reactants [Br:1][C:2]1[CH:7]=[CH:6][C:5]([C:8](=[O:13])[C:9]([F:12])([F:11])[F:10])=[CH:4][CH:3]=1.[NH2:14][C@@H:15]([CH2:18][C:19]([F:22])([CH3:21])[CH3:20])[CH2:16]O.CC1C=CC(S([O-])(=O)=O)=CC=1.C1C=C[NH+]=CC=1, predict the reaction product. The product is: [Br:1][C:2]1[CH:7]=[CH:6][C:5]([C@@:8]2([C:9]([F:11])([F:12])[F:10])[NH:14][C@@H:15]([CH2:18][C:19]([F:22])([CH3:21])[CH3:20])[CH2:16][O:13]2)=[CH:4][CH:3]=1.